Task: Predict the reactants needed to synthesize the given product.. Dataset: Full USPTO retrosynthesis dataset with 1.9M reactions from patents (1976-2016) The reactants are: [NH2:1][C:2]1[CH:25]=[CH:24][C:5]2[C:6]3[C:19]([O:20][CH:21]([F:23])[F:22])=[CH:18][CH:17]=[CH:16][C:7]=3[O:8][CH:9]([C:10]3[CH:15]=[CH:14][CH:13]=[CH:12][CH:11]=3)[C:4]=2[C:3]=1Br.C(N(CC)CC)C.[H][H]. Given the product [NH2:1][C:2]1[CH:25]=[CH:24][C:5]2[C:6]3[C:19]([O:20][CH:21]([F:23])[F:22])=[CH:18][CH:17]=[CH:16][C:7]=3[O:8][CH:9]([C:10]3[CH:11]=[CH:12][CH:13]=[CH:14][CH:15]=3)[C:4]=2[CH:3]=1, predict the reactants needed to synthesize it.